This data is from Catalyst prediction with 721,799 reactions and 888 catalyst types from USPTO. The task is: Predict which catalyst facilitates the given reaction. Reactant: N1([C:6](N2C=CN=C2)=[O:7])C=CN=C1.[CH:13]1([CH2:16][CH2:17][OH:18])[CH2:15][CH2:14]1.Cl.[F:20][C:21]1[CH:26]=[C:25]([S:27]([CH3:30])(=[O:29])=[O:28])[CH:24]=[CH:23][C:22]=1[N:31]1[C:35]2=[N:36][CH:37]=[N:38][C:39]([S:40][CH:41]3[CH2:46][CH2:45][NH:44][CH2:43][CH2:42]3)=[C:34]2[CH:33]=[N:32]1.C(N(CC)CC)C. Product: [CH:13]1([CH2:16][CH2:17][O:18][C:6]([N:44]2[CH2:43][CH2:42][CH:41]([S:40][C:39]3[N:38]=[CH:37][N:36]=[C:35]4[N:31]([C:22]5[CH:23]=[CH:24][C:25]([S:27]([CH3:30])(=[O:29])=[O:28])=[CH:26][C:21]=5[F:20])[N:32]=[CH:33][C:34]=34)[CH2:46][CH2:45]2)=[O:7])[CH2:15][CH2:14]1. The catalyst class is: 16.